From a dataset of NCI-60 drug combinations with 297,098 pairs across 59 cell lines. Regression. Given two drug SMILES strings and cell line genomic features, predict the synergy score measuring deviation from expected non-interaction effect. (1) Cell line: SN12C. Drug 1: COC1=C(C=C2C(=C1)N=CN=C2NC3=CC(=C(C=C3)F)Cl)OCCCN4CCOCC4. Synergy scores: CSS=14.5, Synergy_ZIP=-3.65, Synergy_Bliss=-3.99, Synergy_Loewe=-8.91, Synergy_HSA=-3.90. Drug 2: C1=CN(C=N1)CC(O)(P(=O)(O)O)P(=O)(O)O. (2) Drug 1: COC1=CC(=CC(=C1O)OC)C2C3C(COC3=O)C(C4=CC5=C(C=C24)OCO5)OC6C(C(C7C(O6)COC(O7)C8=CC=CS8)O)O. Drug 2: C1=NC2=C(N1)C(=S)N=CN2. Cell line: MDA-MB-435. Synergy scores: CSS=9.11, Synergy_ZIP=-13.9, Synergy_Bliss=-20.8, Synergy_Loewe=-26.3, Synergy_HSA=-21.3. (3) Drug 1: CC1=CC=C(C=C1)C2=CC(=NN2C3=CC=C(C=C3)S(=O)(=O)N)C(F)(F)F. Drug 2: B(C(CC(C)C)NC(=O)C(CC1=CC=CC=C1)NC(=O)C2=NC=CN=C2)(O)O. Cell line: MALME-3M. Synergy scores: CSS=42.6, Synergy_ZIP=3.94, Synergy_Bliss=3.76, Synergy_Loewe=-41.6, Synergy_HSA=-2.99. (4) Drug 1: C1=NC2=C(N=C(N=C2N1C3C(C(C(O3)CO)O)F)Cl)N. Drug 2: C1=CC=C(C=C1)NC(=O)CCCCCCC(=O)NO. Cell line: EKVX. Synergy scores: CSS=8.09, Synergy_ZIP=-5.95, Synergy_Bliss=-6.20, Synergy_Loewe=-2.27, Synergy_HSA=-1.88.